From a dataset of Reaction yield outcomes from USPTO patents with 853,638 reactions. Predict the reaction yield, written as a fraction of the theoretical maximum amount of product (1.0 means a 100% yield; for example, 0.34 means a 34% yield). The reactants are [CH:1]([C:3]1[CH:4]=[C:5]([CH:11]=[CH:12][C:13]=1[OH:14])[C:6]([O:8][CH2:9][CH3:10])=[O:7])=[O:2].C([O-])([O-])=O.[K+].[K+].[CH2:21](Br)[CH:22]=[CH2:23]. The catalyst is CC(C)=O. The product is [CH2:23]([O:14][C:13]1[CH:12]=[CH:11][C:5]([C:6]([O:8][CH2:9][CH3:10])=[O:7])=[CH:4][C:3]=1[CH:1]=[O:2])[CH:22]=[CH2:21]. The yield is 0.920.